From a dataset of NCI-60 drug combinations with 297,098 pairs across 59 cell lines. Regression. Given two drug SMILES strings and cell line genomic features, predict the synergy score measuring deviation from expected non-interaction effect. (1) Drug 1: CCCCC(=O)OCC(=O)C1(CC(C2=C(C1)C(=C3C(=C2O)C(=O)C4=C(C3=O)C=CC=C4OC)O)OC5CC(C(C(O5)C)O)NC(=O)C(F)(F)F)O. Drug 2: B(C(CC(C)C)NC(=O)C(CC1=CC=CC=C1)NC(=O)C2=NC=CN=C2)(O)O. Cell line: KM12. Synergy scores: CSS=70.3, Synergy_ZIP=8.82, Synergy_Bliss=8.68, Synergy_Loewe=7.01, Synergy_HSA=9.22. (2) Drug 1: CC1CCC2CC(C(=CC=CC=CC(CC(C(=O)C(C(C(=CC(C(=O)CC(OC(=O)C3CCCCN3C(=O)C(=O)C1(O2)O)C(C)CC4CCC(C(C4)OC)OCCO)C)C)O)OC)C)C)C)OC. Drug 2: CS(=O)(=O)CCNCC1=CC=C(O1)C2=CC3=C(C=C2)N=CN=C3NC4=CC(=C(C=C4)OCC5=CC(=CC=C5)F)Cl. Cell line: OVCAR-8. Synergy scores: CSS=1.65, Synergy_ZIP=2.05, Synergy_Bliss=8.57, Synergy_Loewe=3.89, Synergy_HSA=4.50. (3) Drug 1: CC1=CC2C(CCC3(C2CCC3(C(=O)C)OC(=O)C)C)C4(C1=CC(=O)CC4)C. Drug 2: CC12CCC3C(C1CCC2O)C(CC4=C3C=CC(=C4)O)CCCCCCCCCS(=O)CCCC(C(F)(F)F)(F)F. Cell line: SNB-75. Synergy scores: CSS=0.200, Synergy_ZIP=1.65, Synergy_Bliss=1.20, Synergy_Loewe=-2.72, Synergy_HSA=-4.10. (4) Drug 1: C1CCN(CC1)CCOC2=CC=C(C=C2)C(=O)C3=C(SC4=C3C=CC(=C4)O)C5=CC=C(C=C5)O. Cell line: PC-3. Synergy scores: CSS=6.33, Synergy_ZIP=2.26, Synergy_Bliss=0.139, Synergy_Loewe=1.73, Synergy_HSA=-1.41. Drug 2: CC1=C(C=C(C=C1)NC(=O)C2=CC=C(C=C2)CN3CCN(CC3)C)NC4=NC=CC(=N4)C5=CN=CC=C5. (5) Drug 1: CC1=C(N=C(N=C1N)C(CC(=O)N)NCC(C(=O)N)N)C(=O)NC(C(C2=CN=CN2)OC3C(C(C(C(O3)CO)O)O)OC4C(C(C(C(O4)CO)O)OC(=O)N)O)C(=O)NC(C)C(C(C)C(=O)NC(C(C)O)C(=O)NCCC5=NC(=CS5)C6=NC(=CS6)C(=O)NCCC[S+](C)C)O. Drug 2: C1CN(P(=O)(OC1)NCCCl)CCCl. Cell line: UO-31. Synergy scores: CSS=26.9, Synergy_ZIP=-7.05, Synergy_Bliss=2.00, Synergy_Loewe=-37.8, Synergy_HSA=2.00. (6) Drug 1: CCCCC(=O)OCC(=O)C1(CC(C2=C(C1)C(=C3C(=C2O)C(=O)C4=C(C3=O)C=CC=C4OC)O)OC5CC(C(C(O5)C)O)NC(=O)C(F)(F)F)O. Drug 2: CCN(CC)CCCC(C)NC1=C2C=C(C=CC2=NC3=C1C=CC(=C3)Cl)OC. Cell line: MDA-MB-231. Synergy scores: CSS=36.7, Synergy_ZIP=-1.66, Synergy_Bliss=1.11, Synergy_Loewe=-8.06, Synergy_HSA=0.645. (7) Drug 1: CN1C2=C(C=C(C=C2)N(CCCl)CCCl)N=C1CCCC(=O)O.Cl. Drug 2: CC1C(C(CC(O1)OC2CC(CC3=C2C(=C4C(=C3O)C(=O)C5=CC=CC=C5C4=O)O)(C(=O)C)O)N)O. Cell line: NCI/ADR-RES. Synergy scores: CSS=20.1, Synergy_ZIP=-4.47, Synergy_Bliss=0.170, Synergy_Loewe=-24.8, Synergy_HSA=0.621. (8) Drug 1: CCC1=C2CN3C(=CC4=C(C3=O)COC(=O)C4(CC)O)C2=NC5=C1C=C(C=C5)O. Drug 2: CCN(CC)CCNC(=O)C1=C(NC(=C1C)C=C2C3=C(C=CC(=C3)F)NC2=O)C. Cell line: A498. Synergy scores: CSS=8.59, Synergy_ZIP=-3.44, Synergy_Bliss=0.399, Synergy_Loewe=-5.58, Synergy_HSA=0.136. (9) Drug 1: CC1=C2C(C(=O)C3(C(CC4C(C3C(C(C2(C)C)(CC1OC(=O)C(C(C5=CC=CC=C5)NC(=O)OC(C)(C)C)O)O)OC(=O)C6=CC=CC=C6)(CO4)OC(=O)C)OC)C)OC. Drug 2: C1=NC(=NC(=O)N1C2C(C(C(O2)CO)O)O)N. Cell line: SK-MEL-5. Synergy scores: CSS=51.5, Synergy_ZIP=10.5, Synergy_Bliss=12.1, Synergy_Loewe=-2.81, Synergy_HSA=9.90. (10) Drug 1: C1=NC2=C(N1)C(=S)N=C(N2)N. Drug 2: CC=C1C(=O)NC(C(=O)OC2CC(=O)NC(C(=O)NC(CSSCCC=C2)C(=O)N1)C(C)C)C(C)C. Cell line: OVCAR3. Synergy scores: CSS=55.7, Synergy_ZIP=0.0218, Synergy_Bliss=0.883, Synergy_Loewe=-0.554, Synergy_HSA=3.24.